From a dataset of TCR-epitope binding with 47,182 pairs between 192 epitopes and 23,139 TCRs. Binary Classification. Given a T-cell receptor sequence (or CDR3 region) and an epitope sequence, predict whether binding occurs between them. The epitope is KLPDDFTGCV. The TCR CDR3 sequence is CASSLMGGANTEAFF. Result: 0 (the TCR does not bind to the epitope).